From a dataset of Forward reaction prediction with 1.9M reactions from USPTO patents (1976-2016). Predict the product of the given reaction. (1) Given the reactants [N:1]1[C:10]2[C:5](=[CH:6][CH:7]=[CH:8][CH:9]=2)[CH:4]=[CH:3][C:2]=1[CH2:11]P(=O)(OCC)OCC.[Li]CCCC.[CH:25]([C:27]1[N:28]=[C:29]2[C:34]([N:35]3[CH2:40][CH2:39][O:38][CH2:37][CH2:36]3)=[CH:33][CH:32]=[N:31][N:30]2[C:41]=1[C:42]1[CH:54]=[CH:53][C:45]([C:46]([O:48][C:49]([CH3:52])([CH3:51])[CH3:50])=[O:47])=[CH:44][CH:43]=1)=O.[NH4+].[Cl-], predict the reaction product. The product is: [O:38]1[CH2:37][CH2:36][N:35]([C:34]2[C:29]3[N:30]([C:41]([C:42]4[CH:54]=[CH:53][C:45]([C:46]([O:48][C:49]([CH3:50])([CH3:51])[CH3:52])=[O:47])=[CH:44][CH:43]=4)=[C:27](/[CH:25]=[CH:11]/[C:2]4[CH:3]=[CH:4][C:5]5[CH2:6][CH2:7][CH2:8][CH2:9][C:10]=5[N:1]=4)[N:28]=3)[N:31]=[CH:32][CH:33]=2)[CH2:40][CH2:39]1. (2) Given the reactants [CH3:1][O:2][C:3]1[CH:8]=[CH:7][CH:6]=[CH:5][C:4]=1[S:9][CH2:10][C@@H:11]([CH3:14])[CH2:12][OH:13].[C:15]1([CH3:25])[CH:20]=[CH:19][C:18]([S:21](Cl)(=[O:23])=[O:22])=[CH:17][CH:16]=1.C(N(CC)CC)C.Cl, predict the reaction product. The product is: [CH3:1][O:2][C:3]1[CH:8]=[CH:7][CH:6]=[CH:5][C:4]=1[S:9][CH2:10][C@@H:11]([CH3:14])[CH2:12][OH:13].[CH3:25][C:15]1[CH:20]=[CH:19][C:18]([S:21]([O-:2])(=[O:23])=[O:22])=[CH:17][CH:16]=1. (3) Given the reactants [CH2:1]([NH:4][CH:5]1[CH2:13][CH2:12][C:8]2[N:9]=[CH:10][S:11][C:7]=2[CH2:6]1)[CH2:2][CH3:3].[CH:14]1[C:23]2[C:18](=[CH:19][CH:20]=[CH:21][CH:22]=2)[CH:17]=[CH:16][C:15]=1[NH:24][C:25](=[O:31])[CH2:26][CH2:27][CH2:28][CH2:29]Br.C(N(CC)CC)C, predict the reaction product. The product is: [CH:14]1[C:23]2[C:18](=[CH:19][CH:20]=[CH:21][CH:22]=2)[CH:17]=[CH:16][C:15]=1[NH:24][C:25](=[O:31])[CH2:26][CH2:27][CH2:28][CH2:29][N:4]([CH2:1][CH2:2][CH3:3])[CH:5]1[CH2:13][CH2:12][C:8]2[N:9]=[CH:10][S:11][C:7]=2[CH2:6]1. (4) Given the reactants [Cl:1][C:2]1[CH:7]=[C:6]([F:8])[CH:5]=[CH:4][C:3]=1[O:9][CH3:10].[Li]CCCC.CN([CH:19]=[O:20])C, predict the reaction product. The product is: [Cl:1][C:2]1[C:3]([O:9][CH3:10])=[CH:4][CH:5]=[C:6]([F:8])[C:7]=1[CH:19]=[O:20]. (5) Given the reactants [NH:1]([C:23]([O:25][C:26]([CH3:29])([CH3:28])[CH3:27])=[O:24])[C@H:2]([C:20](O)=[O:21])[CH2:3][CH2:4][CH2:5][NH:6][C:7](=[NH:19])[NH:8][S:9]([C:12]1[CH:18]=[CH:17][C:15]([CH3:16])=[CH:14][CH:13]=1)(=[O:11])=[O:10].[CH3:30]CN(C(C)C)C(C)C.F[P-](F)(F)(F)(F)F.[N:46]1([O:55][P+](N(C)C)(N(C)C)N(C)C)[C:50]2C=CC=CC=2N=N1, predict the reaction product. The product is: [NH:1]([C:23]([O:25][C:26]([CH3:29])([CH3:27])[CH3:28])=[O:24])[C@H:2]([C:20]([N:46]([O:55][CH3:30])[CH3:50])=[O:21])[CH2:3][CH2:4][CH2:5][NH:6][C:7](=[NH:19])[NH:8][S:9]([C:12]1[CH:18]=[CH:17][C:15]([CH3:16])=[CH:14][CH:13]=1)(=[O:10])=[O:11]. (6) Given the reactants [I:1]N1C(=O)CCC1=O.[Cl:9][C:10]1[CH:11]=[CH:12][C:13]2[N:14]([CH:16]=[C:17]([C:19]3[O:20][CH:21]=[CH:22][CH:23]=3)[N:18]=2)[N:15]=1, predict the reaction product. The product is: [Cl:9][C:10]1[CH:11]=[CH:12][C:13]2[N:14]([C:16]([I:1])=[C:17]([C:19]3[O:20][CH:21]=[CH:22][CH:23]=3)[N:18]=2)[N:15]=1.